This data is from Experimentally validated miRNA-target interactions with 360,000+ pairs, plus equal number of negative samples. The task is: Binary Classification. Given a miRNA mature sequence and a target amino acid sequence, predict their likelihood of interaction. The miRNA is hsa-miR-6834-5p with sequence GUGAGGGACUGGGAUUUGUGG. The protein sequence of the target gene is MNQADKNQEIPSYLSDEPPEGSMKDHPQQQPGMLSRVTGGIFSVTKGAVGATIGGVAWIGGKSLEVTKTAVTTVPSMGIGLVKGGVSAVAGGVTAVGSAVVNKVPLSGKKKDKSD. Result: 0 (no interaction).